This data is from Forward reaction prediction with 1.9M reactions from USPTO patents (1976-2016). The task is: Predict the product of the given reaction. (1) The product is: [Cl:10][C:11]1[C:16]2[O:17][C:18]3[C:27]([CH3:28])=[CH:26][C:25]([C:29]([OH:31])=[O:30])=[CH:24][C:19]=3[S:20](=[O:23])(=[O:22])[CH2:21][C:15]=2[CH:14]=[C:13]([S:32](=[O:33])(=[O:34])[NH:1][C:2]2[S:3][C:4]([CH:7]3[CH2:9][CH2:8]3)=[N:5][N:6]=2)[CH:12]=1. Given the reactants [NH2:1][C:2]1[S:3][C:4]([CH:7]2[CH2:9][CH2:8]2)=[N:5][N:6]=1.[Cl:10][C:11]1[C:16]2[O:17][C:18]3[C:27]([CH3:28])=[CH:26][C:25]([C:29]([OH:31])=[O:30])=[CH:24][C:19]=3[S:20](=[O:23])(=[O:22])[CH2:21][C:15]=2[CH:14]=[C:13]([S:32](Cl)(=[O:34])=[O:33])[CH:12]=1.N1C=CC=CC=1, predict the reaction product. (2) Given the reactants CC1C=CC(N)=CC=1N1C2N(N=C(C3C=NC=CC=3)C=2)C=C1.C(OC(NCCOC1C=C(C=C(S(F)(F)(F)(F)F)C=1)C(O)=O)=O)(C)(C)C.[CH3:49][C:50]1[CH:55]=[CH:54][C:53]([NH:56][C:57]([C:59]2[CH:60]=[C:61]([CH:73]=[C:74]([S:76]([F:81])([F:80])([F:79])([F:78])[F:77])[CH:75]=2)[O:62][CH2:63][CH2:64][NH:65]C(=O)OC(C)(C)C)=[O:58])=[CH:52][C:51]=1[N:82]1[C:89]2[N:85]([N:86]=[C:87]([C:90]3[CH:91]=[N:92][CH:93]=[CH:94][CH:95]=3)[CH:88]=2)[CH:84]=[CH:83]1.FC(F)(F)C(O)=O, predict the reaction product. The product is: [NH2:65][CH2:64][CH2:63][O:62][C:61]1[CH:60]=[C:59]([CH:75]=[C:74]([S:76]([F:79])([F:80])([F:81])([F:78])[F:77])[CH:73]=1)[C:57]([NH:56][C:53]1[CH:54]=[CH:55][C:50]([CH3:49])=[C:51]([N:82]2[C:89]3[N:85]([N:86]=[C:87]([C:90]4[CH:91]=[N:92][CH:93]=[CH:94][CH:95]=4)[CH:88]=3)[CH:84]=[CH:83]2)[CH:52]=1)=[O:58].